Dataset: NCI-60 drug combinations with 297,098 pairs across 59 cell lines. Task: Regression. Given two drug SMILES strings and cell line genomic features, predict the synergy score measuring deviation from expected non-interaction effect. (1) Drug 1: CC1=C(N=C(N=C1N)C(CC(=O)N)NCC(C(=O)N)N)C(=O)NC(C(C2=CN=CN2)OC3C(C(C(C(O3)CO)O)O)OC4C(C(C(C(O4)CO)O)OC(=O)N)O)C(=O)NC(C)C(C(C)C(=O)NC(C(C)O)C(=O)NCCC5=NC(=CS5)C6=NC(=CS6)C(=O)NCCC[S+](C)C)O. Drug 2: C1CN(P(=O)(OC1)NCCCl)CCCl. Cell line: COLO 205. Synergy scores: CSS=12.5, Synergy_ZIP=-3.39, Synergy_Bliss=-5.31, Synergy_Loewe=5.69, Synergy_HSA=-2.13. (2) Synergy scores: CSS=61.9, Synergy_ZIP=-2.01, Synergy_Bliss=-2.44, Synergy_Loewe=-6.09, Synergy_HSA=-1.82. Cell line: CCRF-CEM. Drug 1: CC12CCC3C(C1CCC2O)C(CC4=C3C=CC(=C4)O)CCCCCCCCCS(=O)CCCC(C(F)(F)F)(F)F. Drug 2: C1CN(CCN1C(=O)CCBr)C(=O)CCBr.